This data is from NCI-60 drug combinations with 297,098 pairs across 59 cell lines. The task is: Regression. Given two drug SMILES strings and cell line genomic features, predict the synergy score measuring deviation from expected non-interaction effect. (1) Drug 1: C1=CC(=C2C(=C1NCCNCCO)C(=O)C3=C(C=CC(=C3C2=O)O)O)NCCNCCO. Drug 2: CC(CN1CC(=O)NC(=O)C1)N2CC(=O)NC(=O)C2. Cell line: MDA-MB-231. Synergy scores: CSS=33.9, Synergy_ZIP=-5.70, Synergy_Bliss=-1.98, Synergy_Loewe=-10.3, Synergy_HSA=2.05. (2) Drug 1: CC12CCC(CC1=CCC3C2CCC4(C3CC=C4C5=CN=CC=C5)C)O. Drug 2: CC1=C(C=C(C=C1)C(=O)NC2=CC(=CC(=C2)C(F)(F)F)N3C=C(N=C3)C)NC4=NC=CC(=N4)C5=CN=CC=C5. Cell line: UACC-257. Synergy scores: CSS=-1.82, Synergy_ZIP=0.497, Synergy_Bliss=-1.46, Synergy_Loewe=-5.29, Synergy_HSA=-5.11. (3) Drug 1: CC1=C(C=C(C=C1)NC2=NC=CC(=N2)N(C)C3=CC4=NN(C(=C4C=C3)C)C)S(=O)(=O)N.Cl. Drug 2: COC1=C(C=C2C(=C1)N=CN=C2NC3=CC(=C(C=C3)F)Cl)OCCCN4CCOCC4. Cell line: EKVX. Synergy scores: CSS=38.1, Synergy_ZIP=2.06, Synergy_Bliss=6.03, Synergy_Loewe=-1.24, Synergy_HSA=5.54.